From a dataset of Forward reaction prediction with 1.9M reactions from USPTO patents (1976-2016). Predict the product of the given reaction. (1) The product is: [Br:2][CH:3]1[CH2:8][CH2:7][N:6]([C:16]([O:18][CH2:19][C:20]2[CH:25]=[CH:24][CH:23]=[CH:22][CH:21]=2)=[O:17])[CH2:5][CH2:4]1. Given the reactants Br.[Br:2][CH:3]1[CH2:8][CH2:7][NH:6][CH2:5][CH2:4]1.C(=O)([O-])[O-].[K+].[K+].Cl[C:16]([O:18][CH2:19][C:20]1[CH:25]=[CH:24][CH:23]=[CH:22][CH:21]=1)=[O:17].C(OCC)(=O)C, predict the reaction product. (2) Given the reactants [CH2:1]([SH:3])[CH3:2].Cl[C:5]1[C:6]([C:11]#[N:12])=[N:7][CH:8]=[CH:9][CH:10]=1.CN(C=O)C.[H-].[Na+], predict the reaction product. The product is: [CH2:1]([S:3][C:5]1[C:6]([C:11]#[N:12])=[N:7][CH:8]=[CH:9][CH:10]=1)[CH3:2]. (3) The product is: [CH3:11][CH:10]([CH3:12])[CH2:9][CH2:8][CH:7]([N:13]1[CH2:18][CH2:17][C@@H:16]([CH2:19][C:20]([OH:22])=[O:21])[CH2:15][C@H:14]1[C:24]1[CH:29]=[CH:28][C:27]([C:30]([F:33])([F:31])[F:32])=[CH:26][CH:25]=1)[CH2:6][CH2:5][CH:4]([CH3:3])[CH3:34]. Given the reactants [Li+].[OH-].[CH3:3][CH:4]([CH3:34])[CH2:5][CH2:6][CH:7]([N:13]1[CH2:18][CH2:17][C@@H:16]([CH2:19][C:20]([O:22]C)=[O:21])[CH2:15][C@H:14]1[C:24]1[CH:29]=[CH:28][C:27]([C:30]([F:33])([F:32])[F:31])=[CH:26][CH:25]=1)[CH2:8][CH2:9][CH:10]([CH3:12])[CH3:11].Cl, predict the reaction product. (4) Given the reactants [CH3:1][O:2][C:3]1[CH:35]=[C:34]([O:36][CH3:37])[CH:33]=[CH:32][C:4]=1[CH2:5][N:6]1[C:11]2[C:12]3[C:13]([CH2:24][CH2:25][CH2:26][C:10]=2[C:9]([OH:27])=[C:8]([C:28]([OH:30])=[O:29])[C:7]1=[O:31])=[C:14]1[C:18](=[CH:19][CH:20]=3)[N:17]([CH3:21])[C:16]([CH2:22][OH:23])=[CH:15]1, predict the reaction product. The product is: [CH3:1][O:2][C:3]1[CH:35]=[C:34]([O:36][CH3:37])[CH:33]=[CH:32][C:4]=1[CH2:5][N:6]1[C:11]2[C:12]3[C:13]([CH2:24][CH2:25][CH2:26][C:10]=2[C:9]([OH:27])=[C:8]([C:28]([OH:30])=[O:29])[C:7]1=[O:31])=[C:14]1[C:18](=[CH:19][CH:20]=3)[N:17]([CH3:21])[C:16]([CH:22]=[O:23])=[CH:15]1. (5) Given the reactants [CH2:1]([O:3][C:4]1[N:14]=[CH:13][C:12]([S:15]([N:18]2[CH2:23][CH2:22][N:21]([CH2:24][CH3:25])[CH2:20][CH2:19]2)(=[O:17])=[O:16])=[CH:11][C:5]=1[C:6]([O:8]CC)=[O:7])[CH3:2].[OH-].[Na+], predict the reaction product. The product is: [CH2:1]([O:3][C:4]1[N:14]=[CH:13][C:12]([S:15]([N:18]2[CH2:23][CH2:22][N:21]([CH2:24][CH3:25])[CH2:20][CH2:19]2)(=[O:16])=[O:17])=[CH:11][C:5]=1[C:6]([OH:8])=[O:7])[CH3:2].